The task is: Predict the reaction yield, written as a fraction of the theoretical maximum amount of product (1.0 means a 100% yield; for example, 0.34 means a 34% yield).. This data is from Reaction yield outcomes from USPTO patents with 853,638 reactions. (1) The reactants are [CH3:1][O:2][C:3]1[CH:8]=[CH:7][C:6]([CH2:9][C:10]([OH:12])=O)=[CH:5][CH:4]=1.C1(=O)O[C:16](=[O:17])[C:15]2=[CH:19][CH:20]=[CH:21][CH:22]=[C:14]12.C([O-])(=O)C.[Na+]. The catalyst is CCO. The product is [CH3:1][O:2][C:3]1[CH:4]=[CH:5][C:6](/[CH:9]=[C:10]2\[O:12][C:16](=[O:17])[C:15]3[CH:19]=[CH:20][CH:21]=[CH:22][C:14]\2=3)=[CH:7][CH:8]=1. The yield is 0.750. (2) The reactants are [C:1]1([P:7]([C:14]2[CH:19]=[CH:18][CH:17]=[CH:16][CH:15]=2)[C:8]2[CH:13]=[CH:12][CH:11]=[CH:10][CH:9]=2)[CH:6]=[CH:5][CH:4]=[CH:3][CH:2]=1.[Br:20][CH2:21][C:22]1[C:27]([N+:28]([O-:30])=[O:29])=[CH:26][CH:25]=[CH:24][C:23]=1[F:31]. The catalyst is C(#N)C. The product is [Br-:20].[F:31][C:23]1[CH:24]=[CH:25][CH:26]=[C:27]([N+:28]([O-:30])=[O:29])[C:22]=1[CH2:21][P+:7]([C:1]1[CH:2]=[CH:3][CH:4]=[CH:5][CH:6]=1)([C:8]1[CH:13]=[CH:12][CH:11]=[CH:10][CH:9]=1)[C:14]1[CH:15]=[CH:16][CH:17]=[CH:18][CH:19]=1. The yield is 1.00. (3) The reactants are Br[C:2]([CH3:16])([CH3:15])[C:3]([NH:5][C:6]1ON=[C:8]([C:11]([CH3:14])([CH3:13])[CH3:12])[CH:7]=1)=[O:4].[O:17]1[CH2:22][CH2:21][CH:20]([CH2:23][NH2:24])[CH2:19][CH2:18]1.C(#[N:27])C.[OH2:28]. The catalyst is [Ag-]=O. The product is [C:11]([C:8]1[O:28][N:27]=[C:6]([NH:5][C:3](=[O:4])[C:2]([CH3:16])([NH:24][CH2:23][CH:20]2[CH2:21][CH2:22][O:17][CH2:18][CH2:19]2)[CH3:15])[CH:7]=1)([CH3:14])([CH3:13])[CH3:12]. The yield is 0.100. (4) The reactants are CCN(C(C)C)C(C)C.[Cl:10][C:11]1[C:12]([C:30]2[CH:31]=[N:32][N:33]3[CH:38]=[CH:37][CH:36]=[CH:35][C:34]=23)=[N:13][C:14]([NH:17][C:18]2[CH:23]=[C:22]([N+:24]([O-:26])=[O:25])[C:21](F)=[CH:20][C:19]=2[O:28][CH3:29])=[N:15][CH:16]=1.[CH3:39][NH:40][CH2:41][CH2:42][N:43]1[CH2:48][CH2:47][N:46]([CH3:49])[CH2:45][CH2:44]1. The catalyst is CC(N(C)C)=O. The product is [Cl:10][C:11]1[C:12]([C:30]2[CH:31]=[N:32][N:33]3[CH:38]=[CH:37][CH:36]=[CH:35][C:34]=23)=[N:13][C:14]([NH:17][C:18]2[CH:23]=[C:22]([N+:24]([O-:26])=[O:25])[C:21]([N:40]([CH3:39])[CH2:41][CH2:42][N:43]3[CH2:48][CH2:47][N:46]([CH3:49])[CH2:45][CH2:44]3)=[CH:20][C:19]=2[O:28][CH3:29])=[N:15][CH:16]=1. The yield is 0.670. (5) The reactants are [C:1]([OH:20])(=O)[CH2:2][CH2:3][CH2:4][CH2:5][CH2:6][CH2:7][CH2:8]/[CH:9]=[CH:10]\[CH2:11]/[CH:12]=[CH:13]\[CH2:14][CH2:15][CH2:16][CH2:17][CH3:18].Cl.[CH3:22][NH:23][O:24][CH3:25].O.ON1C2C=CC=CC=2N=C1.C(N(CC)CC)C.Cl.C(N=C=NCCCN(C)C)C. The catalyst is ClCCl. The product is [CH3:25][O:24][N:23]([CH3:22])[C:1](=[O:20])[CH2:2][CH2:3][CH2:4][CH2:5][CH2:6][CH2:7][CH2:8]/[CH:9]=[CH:10]\[CH2:11]/[CH:12]=[CH:13]\[CH2:14][CH2:15][CH2:16][CH2:17][CH3:18]. The yield is 0.990. (6) The reactants are [C:1]1([NH:7][C@@H:8]2[CH2:12][CH2:11][NH:10][CH2:9]2)[CH:6]=[CH:5][CH:4]=[CH:3][CH:2]=1.[F:13][C:14]1[CH:22]=[CH:21][C:20]([CH:23]=[O:24])=[CH:19][C:15]=1[C:16](O)=[O:17].F[P-](F)(F)(F)(F)F.N1(OC(N(C)C)=[N+](C)C)C2C=CC=CC=2N=N1.C(N(CC)C(C)C)(C)C. No catalyst specified. The product is [F:13][C:14]1[CH:22]=[CH:21][C:20]([CH:23]=[O:24])=[CH:19][C:15]=1[C:16]([N:10]1[CH2:11][CH2:12][C@@H:8]([NH:7][C:1]2[CH:6]=[CH:5][CH:4]=[CH:3][CH:2]=2)[CH2:9]1)=[O:17]. The yield is 0.620.